Task: Predict the reactants needed to synthesize the given product.. Dataset: Full USPTO retrosynthesis dataset with 1.9M reactions from patents (1976-2016) (1) Given the product [NH2:12][C:13]1[C:22]([C:6]2[CH:7]=[CH:8][C:3]([CH2:2][OH:1])=[CH:4][CH:5]=2)=[N:21][C:20]([Br:24])=[CH:19][C:14]=1[C:15]([O:17][CH3:18])=[O:16], predict the reactants needed to synthesize it. The reactants are: [OH:1][CH2:2][C:3]1[CH:8]=[CH:7][C:6](B(O)O)=[CH:5][CH:4]=1.[NH2:12][C:13]1[C:22](Br)=[N:21][C:20]([Br:24])=[CH:19][C:14]=1[C:15]([O:17][CH3:18])=[O:16].C(=O)([O-])[O-].[Na+].[Na+]. (2) Given the product [F:25][C:19]1[CH:20]=[C:21]([I:24])[CH:22]=[CH:23][C:18]=1[NH:17][C:11]1[N:12]([CH3:16])[C:13](=[O:15])[CH:14]=[C:9]([O:8][C:7]2[C:2]([CH3:1])=[N:3][CH:4]=[CH:5][CH:6]=2)[C:10]=1[C:26]([NH2:28])=[O:27], predict the reactants needed to synthesize it. The reactants are: [CH3:1][C:2]1[C:7]([O:8][C:9]2[C:10]([C:26]([NH:28]CC3C=CC(OC)=CC=3)=[O:27])=[C:11]([NH:17][C:18]3[CH:23]=[CH:22][C:21]([I:24])=[CH:20][C:19]=3[F:25])[N:12]([CH3:16])[C:13](=[O:15])[CH:14]=2)=[CH:6][CH:5]=[CH:4][N:3]=1.[Cl-].[Al+3].[Cl-].[Cl-].C(OCC)(=O)C.O. (3) Given the product [Br:18][C:14]1[CH:13]=[C:12]([C:3]2[N:4]=[C:5]([C:7]([O:9][CH2:10][CH3:11])=[O:8])[N:6]3[CH:23]=[CH:22][CH:21]=[N:1][C:2]=23)[CH:17]=[CH:16][CH:15]=1, predict the reactants needed to synthesize it. The reactants are: [NH2:1][C:2]1[NH:6][C:5]([C:7]([O:9][CH2:10][CH3:11])=[O:8])=[N:4][C:3]=1[C:12]1[CH:17]=[CH:16][CH:15]=[C:14]([Br:18])[CH:13]=1.CO[CH:21](OC)[CH2:22][CH:23](OC)OC. (4) The reactants are: [F:1][C:2]1[CH:7]=[CH:6][C:5]([CH:8]2[C:17]([CH3:19])([CH3:18])[CH2:16][C:15]3[C:10](=[CH:11][CH:12]=[C:13]([C:20]([O:22][CH3:23])=[O:21])[CH:14]=3)[NH:9]2)=[CH:4][C:3]=1[N+:24]([O-])=O.C(N(CC)C(C)C)(C)C.[C:36](Cl)(=[O:40])[CH:37]([CH3:39])[CH3:38]. Given the product [CH3:23][O:22][C:20]([C:13]1[CH:14]=[C:15]2[C:10](=[CH:11][CH:12]=1)[NH:9][CH:8]([C:5]1[CH:6]=[CH:7][C:2]([F:1])=[C:3]([NH:24][C:36](=[O:40])[CH:37]([CH3:39])[CH3:38])[CH:4]=1)[C:17]([CH3:19])([CH3:18])[CH2:16]2)=[O:21], predict the reactants needed to synthesize it. (5) Given the product [O:5]1[C:6]2[CH:12]=[CH:11][CH:10]=[CH:9][C:7]=2[CH:8]=[C:4]1[C:1](=[O:3])[CH2:2][C:17](=[O:18])[C:16]([F:22])([F:23])[C:15]([F:24])([F:25])[C:14]([F:27])([F:26])[F:13], predict the reactants needed to synthesize it. The reactants are: [C:1]([C:4]1[O:5][C:6]2[CH:12]=[CH:11][CH:10]=[CH:9][C:7]=2[CH:8]=1)(=[O:3])[CH3:2].[F:13][C:14]([F:27])([F:26])[C:15]([F:25])([F:24])[C:16]([F:23])([F:22])[C:17](OCC)=[O:18].